Dataset: Full USPTO retrosynthesis dataset with 1.9M reactions from patents (1976-2016). Task: Predict the reactants needed to synthesize the given product. Given the product [Cl:1][C:2]1[CH:11]=[CH:10][C:9]2[C:4](=[CH:5][CH:6]=[C:7]([CH3:12])[C:8]=2[N+:13]([O-:15])=[O:14])[N:3]=1, predict the reactants needed to synthesize it. The reactants are: [Cl:1][C:2]1[CH:11]=[CH:10][C:9]2[C:4](=[CH:5][CH:6]=[C:7]([CH3:12])[CH:8]=2)[N:3]=1.[N+:13]([O-])([OH:15])=[O:14].S(=O)(=O)(O)O.